From a dataset of Forward reaction prediction with 1.9M reactions from USPTO patents (1976-2016). Predict the product of the given reaction. (1) Given the reactants Cl[C:2]1[C:7]([N+:8]([O-:10])=[O:9])=[CH:6][CH:5]=[CH:4][N:3]=1.[I:11][C:12]1[CH:13]=[C:14]([CH:16]=[CH:17][CH:18]=1)[NH2:15].C(=O)([O-])[O-].[K+].[K+], predict the reaction product. The product is: [I:11][C:12]1[CH:13]=[C:14]([NH:15][C:2]2[C:7]([N+:8]([O-:10])=[O:9])=[CH:6][CH:5]=[CH:4][N:3]=2)[CH:16]=[CH:17][CH:18]=1. (2) Given the reactants [H-].[Al+3].[Li+].[H-].[H-].[H-].[CH3:7][CH:8]([CH3:38])[CH2:9][CH2:10][N:11]([CH2:33][CH2:34][CH:35]([CH3:37])[CH3:36])[C:12](=O)[C:13]1[CH:18]=[CH:17][C:16]([N+:19]([O-])=O)=[C:15]([NH:22][CH2:23][CH2:24][CH2:25][N:26]2[CH2:31][CH2:30][CH2:29][CH2:28][CH2:27]2)[CH:14]=1.O, predict the reaction product. The product is: [CH3:36][CH:35]([CH3:37])[CH2:34][CH2:33][N:11]([CH2:12][C:13]1[CH:14]=[C:15]([NH:22][CH2:23][CH2:24][CH2:25][N:26]2[CH2:27][CH2:28][CH2:29][CH2:30][CH2:31]2)[C:16]([NH2:19])=[CH:17][CH:18]=1)[CH2:10][CH2:9][CH:8]([CH3:7])[CH3:38]. (3) Given the reactants [CH2:1]([N:8]1[CH2:13]C=C(CC)[CH2:10][CH2:9]1)[C:2]1[CH:7]=[CH:6][CH:5]=[CH:4][CH:3]=1.[CH3:16][CH2:17][C@@H]1[C@@H]2C[C@H]([C@@H](OC3C4C(=CC=CC=4)C(O[C@@H](C4C=CN=C5C=4C=C(OC)C=C5)[C@@H]4N5C[C@H](CC)[C@@H](CC5)C4)=NN=3)C3C=CN=C4C=3C=C(OC)C=C4)N(CC2)C1.CCO[C:77]([CH3:79])=[O:78].C[OH:81].N, predict the reaction product. The product is: [CH2:1]([N:8]1[CH2:9][CH2:10][C@@:79]([CH2:16][CH3:17])([OH:81])[C@@H:77]([OH:78])[CH2:13]1)[C:2]1[CH:3]=[CH:4][CH:5]=[CH:6][CH:7]=1. (4) The product is: [CH3:26][S:27]([C:30]1[CH:31]=[C:32]2[C:36](=[CH:37][CH:38]=1)[N:35]([CH2:6][C:7]1[CH:12]=[CH:11][C:10]([CH:13]3[CH2:14][CH2:15][N:16]([C:19]([O:21][C:22]([CH3:23])([CH3:24])[CH3:25])=[O:20])[CH2:17][CH2:18]3)=[CH:9][N:8]=1)[CH:34]=[CH:33]2)(=[O:29])=[O:28]. Given the reactants CS(O[CH2:6][C:7]1[CH:12]=[CH:11][C:10]([CH:13]2[CH2:18][CH2:17][N:16]([C:19]([O:21][C:22]([CH3:25])([CH3:24])[CH3:23])=[O:20])[CH2:15][CH2:14]2)=[CH:9][N:8]=1)(=O)=O.[CH3:26][S:27]([C:30]1[CH:31]=[C:32]2[C:36](=[CH:37][CH:38]=1)[NH:35][CH:34]=[CH:33]2)(=[O:29])=[O:28].[OH-].[K+].C1OCCOCCOCCOCCOCCOC1, predict the reaction product. (5) Given the reactants O1CCCC1.[Cl:6][C:7]1[CH:12]=[CH:11][C:10]([NH:13][C:14](=[O:20])[O:15][C:16]([CH3:19])([CH3:18])[CH3:17])=[C:9]([C:21]2[CH:29]=[C:28]3[N:24]([CH:25]([C:30]4[NH:31][C:32]([C:35]5[CH:40]=[CH:39][C:38]([NH:41][C:42]([O:44][CH3:45])=[O:43])=[CH:37][CH:36]=5)=[CH:33][N:34]=4)[CH2:26][CH2:27]3)[C:23](=[O:46])[CH:22]=2)[CH:8]=1.[Cl:47]N1C(=O)CCC1=O, predict the reaction product. The product is: [Cl:6][C:7]1[CH:12]=[CH:11][C:10]([NH:13][C:14](=[O:20])[O:15][C:16]([CH3:18])([CH3:19])[CH3:17])=[C:9]([C:21]2[CH:29]=[C:28]3[N:24]([CH:25]([C:30]4[NH:31][C:32]([C:35]5[CH:40]=[CH:39][C:38]([NH:41][C:42]([O:44][CH3:45])=[O:43])=[CH:37][CH:36]=5)=[C:33]([Cl:47])[N:34]=4)[CH2:26][CH2:27]3)[C:23](=[O:46])[CH:22]=2)[CH:8]=1. (6) Given the reactants [N:1]1[CH:6]=[CH:5][CH:4]=[C:3]([C:7]2[CH:15]=[CH:14][C:10]([C:11]([OH:13])=O)=[CH:9][CH:8]=2)[CH:2]=1.OC(C(F)(F)F)=O.[CH3:23][O:24][C:25](=[O:45])[C@@H:26]([CH3:44])[CH2:27][C@H:28]([NH2:43])[C:29](=[O:42])[NH:30][C:31]([CH3:41])([CH3:40])[CH2:32][C:33]1[CH:38]=[CH:37][C:36]([F:39])=[CH:35][CH:34]=1, predict the reaction product. The product is: [CH3:23][O:24][C:25](=[O:45])[C@@H:26]([CH3:44])[CH2:27][C@@H:28]([C:29](=[O:42])[NH:30][C:31]([CH3:41])([CH3:40])[CH2:32][C:33]1[CH:38]=[CH:37][C:36]([F:39])=[CH:35][CH:34]=1)[NH:43][C:11](=[O:13])[C:10]1[CH:9]=[CH:8][C:7]([C:3]2[CH:2]=[N:1][CH:6]=[CH:5][CH:4]=2)=[CH:15][CH:14]=1. (7) The product is: [CH2:17]([O:19][C:20](=[O:30])[CH2:21][O:22][C:23]1[CH:28]=[CH:27][CH:26]=[C:25]([NH:29][C:14]([C:12]2[CH:11]=[CH:10][CH:9]=[C:8]([C:5]3[CH:4]=[CH:3][C:2]([Cl:1])=[CH:7][CH:6]=3)[N:13]=2)=[O:16])[CH:24]=1)[CH3:18]. Given the reactants [Cl:1][C:2]1[CH:7]=[CH:6][C:5]([C:8]2[N:13]=[C:12]([C:14]([OH:16])=O)[CH:11]=[CH:10][CH:9]=2)=[CH:4][CH:3]=1.[CH2:17]([O:19][C:20](=[O:30])[CH2:21][O:22][C:23]1[CH:28]=[CH:27][CH:26]=[C:25]([NH2:29])[CH:24]=1)[CH3:18], predict the reaction product. (8) Given the reactants CO[C:3]([C:5]1[CH:13]=[C:12]2[C:8]([CH:9]=[C:10]([C:14]3[C:15]4[S:21][CH:20]=[CH:19][C:16]=4[NH:17][N:18]=3)[NH:11]2)=[CH:7][CH:6]=1)=[O:4].[CH:22]1([Mg]Br)[CH2:24][CH2:23]1.O1[CH2:31][CH2:30][CH2:29]C1, predict the reaction product. The product is: [CH:22]1([C:3]([CH:29]2[CH2:30][CH2:31]2)([C:5]2[CH:13]=[C:12]3[C:8]([CH:9]=[C:10]([C:14]4[C:15]5[S:21][CH:20]=[CH:19][C:16]=5[NH:17][N:18]=4)[NH:11]3)=[CH:7][CH:6]=2)[OH:4])[CH2:24][CH2:23]1. (9) Given the reactants [CH:1]1([C:6]([N:8]2[CH2:13][CH2:12][NH:11][CH2:10][CH2:9]2)=[O:7])[CH2:5][CH:4]=[CH:3][CH2:2]1.Cl[C:15]1[N:24]=[C:23]([NH2:25])[C:22]2[C:17](=[CH:18][C:19]([O:28][CH3:29])=[C:20]([O:26][CH3:27])[CH:21]=2)[N:16]=1, predict the reaction product. The product is: [NH2:25][C:23]1[C:22]2[C:17](=[CH:18][C:19]([O:28][CH3:29])=[C:20]([O:26][CH3:27])[CH:21]=2)[N:16]=[C:15]([N:11]2[CH2:10][CH2:9][N:8]([C:6]([CH:1]3[CH2:2][CH:3]=[CH:4][CH2:5]3)=[O:7])[CH2:13][CH2:12]2)[N:24]=1.